This data is from Peptide-MHC class I binding affinity with 185,985 pairs from IEDB/IMGT. The task is: Regression. Given a peptide amino acid sequence and an MHC pseudo amino acid sequence, predict their binding affinity value. This is MHC class I binding data. (1) The peptide sequence is FPTSCHMF. The MHC is HLA-A68:02 with pseudo-sequence HLA-A68:02. The binding affinity (normalized) is 0. (2) The peptide sequence is SSKVFLKAF. The MHC is HLA-B15:03 with pseudo-sequence HLA-B15:03. The binding affinity (normalized) is 1.00. (3) The peptide sequence is GQVQLKKPY. The MHC is HLA-A26:03 with pseudo-sequence HLA-A26:03. The binding affinity (normalized) is 0.0847. (4) The MHC is HLA-B15:01 with pseudo-sequence HLA-B15:01. The binding affinity (normalized) is 0.0847. The peptide sequence is ALIVAIWDK. (5) The peptide sequence is CLGGLLTMV. The MHC is HLA-B08:01 with pseudo-sequence HLA-B08:01. The binding affinity (normalized) is 0.110.